From a dataset of NCI-60 drug combinations with 297,098 pairs across 59 cell lines. Regression. Given two drug SMILES strings and cell line genomic features, predict the synergy score measuring deviation from expected non-interaction effect. (1) Drug 1: CC12CCC(CC1=CCC3C2CCC4(C3CC=C4C5=CN=CC=C5)C)O. Drug 2: C1CC(=O)NC(=O)C1N2CC3=C(C2=O)C=CC=C3N. Cell line: OVCAR3. Synergy scores: CSS=-0.496, Synergy_ZIP=-3.51, Synergy_Bliss=-6.97, Synergy_Loewe=-12.3, Synergy_HSA=-7.05. (2) Drug 1: CN1C2=C(C=C(C=C2)N(CCCl)CCCl)N=C1CCCC(=O)O.Cl. Drug 2: C1CC(=O)NC(=O)C1N2C(=O)C3=CC=CC=C3C2=O. Cell line: MCF7. Synergy scores: CSS=0.842, Synergy_ZIP=-0.649, Synergy_Bliss=1.23, Synergy_Loewe=-1.13, Synergy_HSA=-0.245. (3) Drug 1: C1CN1C2=NC(=NC(=N2)N3CC3)N4CC4. Drug 2: C1CNP(=O)(OC1)N(CCCl)CCCl. Cell line: OVCAR3. Synergy scores: CSS=16.8, Synergy_ZIP=-3.12, Synergy_Bliss=4.21, Synergy_Loewe=-15.8, Synergy_HSA=1.68. (4) Drug 1: CC1=C(C=C(C=C1)C(=O)NC2=CC(=CC(=C2)C(F)(F)F)N3C=C(N=C3)C)NC4=NC=CC(=N4)C5=CN=CC=C5. Drug 2: C1CNP(=O)(OC1)N(CCCl)CCCl. Cell line: MDA-MB-231. Synergy scores: CSS=5.21, Synergy_ZIP=-3.40, Synergy_Bliss=-3.26, Synergy_Loewe=-23.3, Synergy_HSA=-2.60. (5) Cell line: HOP-62. Drug 1: CC1=C(C(=CC=C1)Cl)NC(=O)C2=CN=C(S2)NC3=CC(=NC(=N3)C)N4CCN(CC4)CCO. Synergy scores: CSS=-6.25, Synergy_ZIP=6.17, Synergy_Bliss=6.56, Synergy_Loewe=3.33, Synergy_HSA=-0.127. Drug 2: C1CNP(=O)(OC1)N(CCCl)CCCl. (6) Synergy scores: CSS=23.8, Synergy_ZIP=5.25, Synergy_Bliss=4.28, Synergy_Loewe=1.52, Synergy_HSA=2.58. Cell line: BT-549. Drug 2: CC(C)CN1C=NC2=C1C3=CC=CC=C3N=C2N. Drug 1: C1=C(C(=O)NC(=O)N1)N(CCCl)CCCl.